This data is from Full USPTO retrosynthesis dataset with 1.9M reactions from patents (1976-2016). The task is: Predict the reactants needed to synthesize the given product. (1) Given the product [CH2:13]([O:20][C:21](=[O:37])[NH:22][C@@H:23]([CH2:32][S:33](=[O:35])(=[O:34])[NH:1][CH2:2][C:3]1[CH:4]=[N:5][C:6]([C:9]([F:12])([F:10])[F:11])=[CH:7][CH:8]=1)[CH2:24][C:25]1[CH:30]=[CH:29][CH:28]=[CH:27][C:26]=1[F:31])[C:14]1[CH:15]=[CH:16][CH:17]=[CH:18][CH:19]=1, predict the reactants needed to synthesize it. The reactants are: [NH2:1][CH2:2][C:3]1[CH:4]=[N:5][C:6]([C:9]([F:12])([F:11])[F:10])=[CH:7][CH:8]=1.[CH2:13]([O:20][C:21](=[O:37])[NH:22][C@@H:23]([CH2:32][S:33](Cl)(=[O:35])=[O:34])[CH2:24][C:25]1[CH:30]=[CH:29][CH:28]=[CH:27][C:26]=1[F:31])[C:14]1[CH:19]=[CH:18][CH:17]=[CH:16][CH:15]=1. (2) The reactants are: [C:1]([C:4]1[CH:5]=[N:6][C:7]2[C:12]([C:13]=1[NH:14][CH:15]1[CH2:20][CH2:19][CH:18]([NH:21][C:22](=[O:35])[CH:23]([NH:27]C(=O)OC(C)(C)C)[CH:24]([CH3:26])[CH3:25])[CH2:17][CH2:16]1)=[N:11][C:10]([C:36]1[CH:41]=[C:40]([Cl:42])[C:39]([OH:43])=[C:38]([Cl:44])[CH:37]=1)=[CH:9][CH:8]=2)(=[O:3])[CH3:2].[ClH:45]. Given the product [ClH:42].[ClH:45].[C:1]([C:4]1[CH:5]=[N:6][C:7]2[C:12]([C:13]=1[NH:14][C@H:15]1[CH2:20][CH2:19][C@H:18]([NH:21][C:22](=[O:35])[CH:23]([NH2:27])[CH:24]([CH3:26])[CH3:25])[CH2:17][CH2:16]1)=[N:11][C:10]([C:36]1[CH:37]=[C:38]([Cl:44])[C:39]([OH:43])=[C:40]([Cl:42])[CH:41]=1)=[CH:9][CH:8]=2)(=[O:3])[CH3:2], predict the reactants needed to synthesize it. (3) Given the product [CH3:1][C:2]1[CH:3]=[C:4]([CH:12]=[CH:13][CH:14]=1)[C:5]([NH:18][NH2:19])=[S:6], predict the reactants needed to synthesize it. The reactants are: [CH3:1][C:2]1[CH:3]=[C:4]([CH:12]=[CH:13][CH:14]=1)[C:5](SCC(O)=O)=[S:6].[OH-].[Na+].O.[NH2:18][NH2:19]. (4) Given the product [CH2:46]([NH:53][C:43]([C:41]1[CH:40]=[CH:39][C:37]2[NH:38][C:34]([C:27]3[C:28]4[C:33](=[CH:32][CH:31]=[CH:30][CH:29]=4)[NH:25][N:26]=3)=[N:35][C:36]=2[CH:42]=1)=[O:45])[C:47]1[CH:52]=[CH:51][CH:50]=[CH:49][CH:48]=1, predict the reactants needed to synthesize it. The reactants are: CN(C(ON1N=NC2C=CC=CC1=2)=[N+](C)C)C.F[P-](F)(F)(F)(F)F.[NH:25]1[C:33]2[C:28](=[CH:29][CH:30]=[CH:31][CH:32]=2)[C:27]([C:34]2[NH:38][C:37]3[CH:39]=[CH:40][C:41]([C:43]([OH:45])=O)=[CH:42][C:36]=3[N:35]=2)=[N:26]1.[CH2:46]([NH2:53])[C:47]1[CH:52]=[CH:51][CH:50]=[CH:49][CH:48]=1.C(N(CC)C(C)C)(C)C. (5) Given the product [Br:1][C:2]1[C:18]([CH3:19])=[C:17]([N+:20]([O-:22])=[O:21])[CH:16]=[C:15]([Br:23])[C:3]=1[O:4][C:5]1[CH:6]=[C:7]([CH:12]([CH3:14])[CH3:13])[C:8]([OH:11])=[C:9]([CH:10]=1)[CH:24]=[O:25], predict the reactants needed to synthesize it. The reactants are: [Br:1][C:2]1[C:18]([CH3:19])=[C:17]([N+:20]([O-:22])=[O:21])[CH:16]=[C:15]([Br:23])[C:3]=1[O:4][C:5]1[CH:10]=[CH:9][C:8]([OH:11])=[C:7]([CH:12]([CH3:14])[CH3:13])[CH:6]=1.[C:24](O)(C(F)(F)F)=[O:25]. (6) Given the product [C:21]1([C@H:12]2[C@@H:13]([C:15]3[CH:20]=[CH:19][CH:18]=[CH:17][CH:16]=3)[NH:14][C:10]([CH2:9][C:8]([C:5]3[CH:4]=[CH:3][C:2]([F:1])=[CH:7][CH:6]=3)=[O:34])=[N:11]2)[CH:22]=[CH:23][CH:24]=[CH:25][CH:26]=1, predict the reactants needed to synthesize it. The reactants are: [F:1][C:2]1[CH:7]=[CH:6][C:5]([C:8](=[O:34])[CH2:9][C:10]2[N:11](C(OC(C)(C)C)=O)[C@H:12]([C:21]3[CH:26]=[CH:25][CH:24]=[CH:23][CH:22]=3)[C@H:13]([C:15]3[CH:20]=[CH:19][CH:18]=[CH:17][CH:16]=3)[N:14]=2)=[CH:4][CH:3]=1.C(O)(C(F)(F)F)=O.C(=O)(O)[O-].[Na+]. (7) Given the product [OH:11][C:9]1[C:10]2=[C:2]([CH3:1])[C:3]([O:18][CH2:19][CH2:20][CH2:21][NH:22][S:23]([CH3:26])(=[O:25])=[O:24])=[CH:4][N:5]2[N:6]=[CH:7][N:8]=1, predict the reactants needed to synthesize it. The reactants are: [CH3:1][C:2]1[C:3]([O:18][CH2:19][CH2:20][CH2:21][NH:22][S:23]([CH3:26])(=[O:25])=[O:24])=[CH:4][N:5]2[C:10]=1[C:9]([O:11]C1C=CC=CC=1)=[N:8][CH:7]=[N:6]2.CS(N)(=O)=O. (8) The reactants are: [C:1]([O:5][C:6]([N:8]1[CH2:13][CH2:12][NH:11][C:10](=O)[CH2:9]1)=[O:7])([CH3:4])([CH3:3])[CH3:2].[Li+].C[Si]([N-][Si](C)(C)C)(C)C.CCCCCC.Br[CH2:32][C:33]1[C:34]([C:61]2[CH:66]=[CH:65][CH:64]=[CH:63][CH:62]=2)=[N:35][C:36]2[C:41]([C:42]=1[C:43]([N:45](C(OC)=O)[N:46]([C:51]1[CH:56]=[CH:55][CH:54]=[CH:53][CH:52]=1)[C:47]([O:49][CH3:50])=[O:48])=[O:44])=[CH:40][CH:39]=[CH:38][CH:37]=2.C1C[O:70]CC1. Given the product [C:1]([O:5][C:6]([N:8]1[CH2:13][CH2:12][N:11]([CH2:32][C:33]2[C:34]([C:61]3[CH:66]=[CH:65][CH:64]=[CH:63][CH:62]=3)=[N:35][C:36]3[C:41]([C:42]=2[C:43]([NH:45][N:46]([C:47]([O:49][CH3:50])=[O:48])[C:51]2[CH:56]=[CH:55][CH:54]=[CH:53][CH:52]=2)=[O:44])=[CH:40][CH:39]=[CH:38][CH:37]=3)[CH2:10][C:9]1=[O:70])=[O:7])([CH3:4])([CH3:3])[CH3:2], predict the reactants needed to synthesize it. (9) Given the product [F:9][C:3]1[CH:4]=[CH:5][C:6]([F:8])=[CH:7][C:2]=1[CH:29]([OH:30])[CH2:28][CH2:27][CH2:26][CH2:25][S:22]([CH3:21])(=[O:24])=[O:23], predict the reactants needed to synthesize it. The reactants are: Br[C:2]1[CH:7]=[C:6]([F:8])[CH:5]=[CH:4][C:3]=1[F:9].CCCCCC.C([Li])CCC.[CH3:21][S:22]([CH2:25][CH2:26][CH2:27][CH2:28][CH:29]=[O:30])(=[O:24])=[O:23]. (10) Given the product [Br:14][CH:9]1[CH2:8][CH2:7][O:6][C:5]2[CH:12]=[CH:13][C:2]([F:1])=[CH:3][C:4]=2[C:10]1=[O:11], predict the reactants needed to synthesize it. The reactants are: [F:1][C:2]1[CH:13]=[CH:12][C:5]2[O:6][CH2:7][CH2:8][CH2:9][C:10](=[O:11])[C:4]=2[CH:3]=1.[Br:14]Br.